This data is from Reaction yield outcomes from USPTO patents with 853,638 reactions. The task is: Predict the reaction yield, written as a fraction of the theoretical maximum amount of product (1.0 means a 100% yield; for example, 0.34 means a 34% yield). (1) The reactants are [CH3:1][C:2]1[CH:7]=[CH:6][C:5]([S:8]([O:11][CH2:12][CH:13]2[CH2:17][C:16]3[CH:18]=[CH:19][CH:20]=[C:21](Br)[C:15]=3[O:14]2)(=[O:10])=[O:9])=[CH:4][CH:3]=1.[F:23][C:24]1[CH:29]=[CH:28][C:27](B(O)O)=[CH:26][CH:25]=1.C(=O)([O-])[O-].[K+].[K+].CC1C=CC(S(OCC2CC3C(C4C=CC=CC=4)=CC=CC=3O2)(=O)=O)=CC=1. The catalyst is CC1C=CC=CC=1[P](C1C=CC=CC=1C)([Pd](Cl)(Cl)[P](C1=C(C)C=CC=C1)(C1C=CC=CC=1C)C1C=CC=CC=1C)C1C=CC=CC=1C. The product is [CH3:1][C:2]1[CH:7]=[CH:6][C:5]([S:8]([O:11][CH2:12][CH:13]2[CH2:17][C:16]3[CH:18]=[CH:19][CH:20]=[C:21]([C:27]4[CH:28]=[CH:29][C:24]([F:23])=[CH:25][CH:26]=4)[C:15]=3[O:14]2)(=[O:10])=[O:9])=[CH:4][CH:3]=1. The yield is 0.780. (2) The reactants are [Br:1][C:2]1[CH:7]=[CH:6][C:5]([CH:8]=[CH2:9])=[C:4](C)[CH:3]=1.BrC1C=CC(I)=C([Cl:19])C=1.C[Si](C)(C)C=C. No catalyst specified. The product is [Br:1][C:2]1[CH:7]=[CH:6][C:5]([CH:8]=[CH2:9])=[C:4]([Cl:19])[CH:3]=1. The yield is 0.960. (3) The yield is 0.850. The reactants are [CH3:1][C:2]1[O:6][C:5]([C:7]2[CH:12]=[CH:11][C:10]([CH3:13])=[CH:9][CH:8]=2)=[N:4][C:3]=1[CH2:14][CH2:15][O:16][C:17]1[CH:18]=[C:19]2[C:23](=[CH:24][CH:25]=1)[C@H:22]([CH2:26][C:27]([O:29]CC)=[O:28])[CH2:21][CH2:20]2.[Li+].[OH-].O.Cl. The product is [CH3:1][C:2]1[O:6][C:5]([C:7]2[CH:8]=[CH:9][C:10]([CH3:13])=[CH:11][CH:12]=2)=[N:4][C:3]=1[CH2:14][CH2:15][O:16][C:17]1[CH:18]=[C:19]2[C:23](=[CH:24][CH:25]=1)[C@H:22]([CH2:26][C:27]([OH:29])=[O:28])[CH2:21][CH2:20]2. The catalyst is C1COCC1.CCO. (4) The reactants are [CH2:1]([N:3]1[CH:7]=[C:6]([C:8]2[CH:13]=[CH:12][N:11]=[C:10]3[NH:14][C:15]([C:17]4[CH:22]=[CH:21][C:20]([CH2:23][N:24]5[CH2:29][CH2:28][O:27][CH2:26][CH2:25]5)=[CH:19][CH:18]=4)=[CH:16][C:9]=23)[C:5]([C:30]2[CH:35]=[CH:34][C:33]([NH2:36])=[CH:32][CH:31]=2)=[N:4]1)[CH3:2].C(N(C(C)C)CC)(C)C.FC1C([CH:53]([C:57]([O-])=[O:58])[N:54]([CH3:56])[CH3:55])=C(F)C(F)=C(F)C=1F. The catalyst is CN(C)C=O. The product is [CH2:1]([N:3]1[CH:7]=[C:6]([C:8]2[CH:13]=[CH:12][N:11]=[C:10]3[NH:14][C:15]([C:17]4[CH:22]=[CH:21][C:20]([CH2:23][N:24]5[CH2:29][CH2:28][O:27][CH2:26][CH2:25]5)=[CH:19][CH:18]=4)=[CH:16][C:9]=23)[C:5]([C:30]2[CH:35]=[CH:34][C:33]([NH:36][C:57](=[O:58])[CH2:53][N:54]([CH3:56])[CH3:55])=[CH:32][CH:31]=2)=[N:4]1)[CH3:2]. The yield is 0.570. (5) The reactants are [CH2:1]([O:3][C:4]([C:6]1[C:7](O)=[N:8][C:9]([C:12]2[CH:17]=[CH:16][N:15]=[CH:14][CH:13]=2)=[N:10][CH:11]=1)=[O:5])[CH3:2].C([O-])(O)=O.[Na+].O=P(Cl)(Cl)[Cl:26]. No catalyst specified. The product is [CH2:1]([O:3][C:4]([C:6]1[C:7]([Cl:26])=[N:8][C:9]([C:12]2[CH:17]=[CH:16][N:15]=[CH:14][CH:13]=2)=[N:10][CH:11]=1)=[O:5])[CH3:2]. The yield is 0.840.